Dataset: Catalyst prediction with 721,799 reactions and 888 catalyst types from USPTO. Task: Predict which catalyst facilitates the given reaction. (1) Reactant: [F:1][C:2]1[CH:3]=[CH:4][C:5]([CH2:12][C:13]([O:15]C(C)(C)C)=[O:14])=[C:6]2[C:11]=1[CH:10]=[N:9][CH:8]=[CH:7]2.C(O)=O. Product: [F:1][C:2]1[CH:3]=[CH:4][C:5]([CH2:12][C:13]([OH:15])=[O:14])=[C:6]2[C:11]=1[CH:10]=[N:9][CH:8]=[CH:7]2. The catalyst class is: 2. (2) Product: [Br:19][C:15]1[CH:14]=[C:13]([NH:12][C:5]2[C:4]3[C:9](=[CH:10][CH:11]=[C:2]([NH:1][C:31](=[O:32])[CH2:30][Cl:29])[CH:3]=3)[N:8]=[CH:7][N:6]=2)[CH:18]=[CH:17][CH:16]=1. The catalyst class is: 1. Reactant: [NH2:1][C:2]1[CH:3]=[C:4]2[C:9](=[CH:10][CH:11]=1)[N:8]=[CH:7][N:6]=[C:5]2[NH:12][C:13]1[CH:18]=[CH:17][CH:16]=[C:15]([Br:19])[CH:14]=1.C(N(CC)C(C)C)(C)C.[Cl:29][CH2:30][C:31](Cl)=[O:32].C([O-])(O)=O.[Na+]. (3) Reactant: [Si]([N:5]=[N+:6]=[N-:7])(C)(C)C.[Cl:8][C:9]1[CH:10]=[CH:11][C:12]([O:27][CH2:28][C:29]2[CH:34]=[CH:33][C:32]([Cl:35])=[CH:31][C:30]=2[F:36])=[C:13]([CH:26]=1)[CH2:14][N:15]1[C:19]2[N:20]=[CH:21][CH:22]=[C:23]([C:24]#[N:25])[C:18]=2[CH2:17][CH2:16]1. Product: [Cl:8][C:9]1[CH:10]=[CH:11][C:12]([O:27][CH2:28][C:29]2[CH:34]=[CH:33][C:32]([Cl:35])=[CH:31][C:30]=2[F:36])=[C:13]([CH:26]=1)[CH2:14][N:15]1[C:19]2=[N:20][CH:21]=[CH:22][C:23]([C:24]3[NH:25][N:7]=[N:6][N:5]=3)=[C:18]2[CH2:17][CH2:16]1. The catalyst class is: 11. (4) Reactant: [C:1]([O:5][C:6]([N:8]1[CH2:13][CH2:12][CH:11]([N:14]2[CH2:27][C:19]3[C:20]4[CH:21]=[N:22][NH:23][C:24]=4[CH:25]=[CH:26][C:18]=3[CH2:17][C@@H:16]([NH:28]C(OCC3C=CC=CC=3)=O)[C:15]2=[O:39])[CH2:10][CH2:9]1)=[O:7])([CH3:4])([CH3:3])[CH3:2].[C:40]([OH:43])(=[O:42])[CH3:41].[H][H]. Product: [C:40]([OH:43])(=[O:42])[CH3:41].[C:1]([O:5][C:6]([N:8]1[CH2:9][CH2:10][CH:11]([N:14]2[CH2:27][C:19]3[C:20]4[CH:21]=[N:22][NH:23][C:24]=4[CH:25]=[CH:26][C:18]=3[CH2:17][C@@H:16]([NH2:28])[C:15]2=[O:39])[CH2:12][CH2:13]1)=[O:7])([CH3:4])([CH3:2])[CH3:3]. The catalyst class is: 43. (5) Reactant: [Cl:1][C:2]1[CH:7]=[CH:6][C:5]([C:8]([N:15]2[C:23]3[C:18](=[C:19]([NH:24][S:25]([CH2:28][CH3:29])(=[O:27])=[O:26])[CH:20]=[CH:21][CH:22]=3)[CH:17]=[CH:16]2)([CH2:13][CH3:14])[C:9]([O:11]C)=O)=[CH:4][CH:3]=1.[NH3:30]. Product: [Cl:1][C:2]1[CH:3]=[CH:4][C:5]([C:8]([N:15]2[C:23]3[C:18](=[C:19]([NH:24][S:25]([CH2:28][CH3:29])(=[O:26])=[O:27])[CH:20]=[CH:21][CH:22]=3)[CH:17]=[CH:16]2)([CH2:13][CH3:14])[C:9]([NH2:30])=[O:11])=[CH:6][CH:7]=1. The catalyst class is: 5. (6) Reactant: [Cl:1][C:2]1[CH:18]=[C:17]([CH:19]([OH:21])[CH3:20])[C:5]([O:6][CH2:7][CH2:8][NH:9]C(=O)OC(C)(C)C)=[C:4]([CH:22]=O)[C:3]=1[C:24]#[N:25].Cl. Product: [Cl:1][C:2]1[C:3]([C:24]#[N:25])=[C:4]2[CH:22]=[N:9][CH2:8][CH2:7][O:6][C:5]2=[C:17]([CH:19]([OH:21])[CH3:20])[CH:18]=1. The catalyst class is: 12. (7) Reactant: [OH-].[Na+].[C:3]1([N:9]2[N:13]=[N:12][C:11]([C:14]([O:16]CC)=[O:15])=[N:10]2)[CH:8]=[CH:7][CH:6]=[CH:5][CH:4]=1.Cl. Product: [C:3]1([N:9]2[N:13]=[N:12][C:11]([C:14]([OH:16])=[O:15])=[N:10]2)[CH:4]=[CH:5][CH:6]=[CH:7][CH:8]=1. The catalyst class is: 8. (8) Reactant: CON(C)[C:4]([C@@H:6]1[CH2:11][CH2:10][C@H:9]([NH:12][C:13](=[O:19])[O:14][C:15]([CH3:18])([CH3:17])[CH3:16])[CH2:8][CH2:7]1)=[O:5].[CH3:21][Mg]I. Product: [C:4]([C@@H:6]1[CH2:7][CH2:8][C@H:9]([NH:12][C:13](=[O:19])[O:14][C:15]([CH3:16])([CH3:17])[CH3:18])[CH2:10][CH2:11]1)(=[O:5])[CH3:21]. The catalyst class is: 1. (9) Reactant: [C:1]([O:5][C:6]([N:8]1[CH2:14][CH2:13][CH2:12][N:11]([C:15]([C:17]2[CH:18]=[C:19]3[C:23](=[CH:24][CH:25]=2)[NH:22][C:21]([C:26]([OH:28])=O)=[CH:20]3)=[O:16])[CH2:10][CH2:9]1)=[O:7])([CH3:4])([CH3:3])[CH3:2].Cl.[F:30][C:31]1([F:37])[CH2:36][CH2:35][NH:34][CH2:33][CH2:32]1.Cl.C(N=C=NCCCN(C)C)C. Product: [C:1]([O:5][C:6]([N:8]1[CH2:14][CH2:13][CH2:12][N:11]([C:15]([C:17]2[CH:18]=[C:19]3[C:23](=[CH:24][CH:25]=2)[NH:22][C:21]([C:26]([N:34]2[CH2:35][CH2:36][C:31]([F:37])([F:30])[CH2:32][CH2:33]2)=[O:28])=[CH:20]3)=[O:16])[CH2:10][CH2:9]1)=[O:7])([CH3:3])([CH3:4])[CH3:2]. The catalyst class is: 66. (10) Reactant: C[O-].[Na+].[Cl:4][C:5]1[CH:6]=[C:7]([OH:12])[CH:8]=[N:9][C:10]=1[Cl:11].[CH3:13][O:14][CH2:15][CH2:16][O:17][CH2:18]Cl. Product: [Cl:11][C:10]1[C:5]([Cl:4])=[CH:6][C:7]([O:12][CH2:13][O:14][CH2:15][CH2:16][O:17][CH3:18])=[CH:8][N:9]=1. The catalyst class is: 3.